This data is from Full USPTO retrosynthesis dataset with 1.9M reactions from patents (1976-2016). The task is: Predict the reactants needed to synthesize the given product. (1) Given the product [CH:1]1([CH2:4][N:5]2[CH2:10][CH2:9][N:8]([C:11]3[CH:12]=[CH:13][C:14]([NH:17][C:18]4[C:19]5[N:20]([N:29]=[CH:30][N:31]=5)[C:21]([C:24]5[CH:39]=[C:35]([C:33]([NH2:32])=[O:34])[S:36][CH:25]=5)=[CH:22][N:23]=4)=[CH:15][CH:16]=3)[CH2:7][CH2:6]2)[CH2:2][CH2:3]1, predict the reactants needed to synthesize it. The reactants are: [CH:1]1([CH2:4][N:5]2[CH2:10][CH2:9][N:8]([C:11]3[CH:16]=[CH:15][C:14]([NH:17][C:18]4[C:19]5[N:20]([N:29]=[CH:30][N:31]=5)[C:21]([C:24]5[CH:25]=NNC=5)=[CH:22][N:23]=4)=[CH:13][CH:12]=3)[CH2:7][CH2:6]2)[CH2:3][CH2:2]1.[NH2:32][C:33]([C:35]1[S:36]C=C(B(O)O)[CH:39]=1)=[O:34]. (2) Given the product [NH2:15][C:8]1[C:9]2[C:14](=[CH:13][CH:12]=[CH:11][CH:10]=2)[C:5]([O:4][CH2:3][C:2]([C:19]2[CH:24]=[CH:23][N:22]=[C:21]([NH:25][C:26](=[O:32])[O:27][C:28]([CH3:31])([CH3:30])[CH3:29])[CH:20]=2)([CH3:18])[CH3:1])=[CH:6][CH:7]=1, predict the reactants needed to synthesize it. The reactants are: [CH3:1][C:2]([C:19]1[CH:24]=[CH:23][N:22]=[C:21]([NH:25][C:26](=[O:32])[O:27][C:28]([CH3:31])([CH3:30])[CH3:29])[CH:20]=1)([CH3:18])[CH2:3][O:4][C:5]1[C:14]2[C:9](=[CH:10][CH:11]=[CH:12][CH:13]=2)[C:8]([N+:15]([O-])=O)=[CH:7][CH:6]=1.CC(O)=O.C(Cl)Cl.[H][H]. (3) The reactants are: [CH3:1][C:2]1[C:6]([C:7]([NH:9][N:10]2[CH2:15][CH2:14][CH2:13][CH2:12][CH2:11]2)=[O:8])=[N:5][N:4]([C:16]2[CH:17]=[CH:18][C:19]([Cl:23])=[CH:20][C:21]=2[Cl:22])[C:3]=1[C:24]1[CH:25]=[CH:26][C:27]([Cl:30])=[CH:28][CH:29]=1.Cl.N. Given the product [CH3:1][C:2]1[C:6]([C:7]([NH:9][N:10]2[CH2:11][CH2:12][CH2:13][CH2:14][CH2:15]2)=[O:8])=[N:5][N:4]([C:16]2[CH:17]=[CH:18][C:19]([Cl:23])=[CH:20][C:21]=2[Cl:22])[C:3]=1[C:24]1[CH:25]=[CH:26][C:27]([Cl:30])=[CH:28][CH:29]=1, predict the reactants needed to synthesize it. (4) Given the product [CH2:39]([O:43]/[N:44]=[C:1](/[C:4]1[C:34](=[O:35])[C@@:8]2([CH3:36])[C:9]3[C:15]([OH:16])=[CH:14][C:13]([O:17][CH3:18])=[C:12]([C:19]([NH:21][CH2:22][C:23]4[C:32]5[C:27](=[CH:28][CH:29]=[CH:30][CH:31]=5)[CH:26]=[CH:25][C:24]=4[CH3:33])=[O:20])[C:10]=3[O:11][C:7]2=[CH:6][C:5]=1[OH:37])\[CH3:2])[C:40]#[C:41][CH3:42], predict the reactants needed to synthesize it. The reactants are: [C:1]([C:4]1[C:34](=[O:35])[C@@:8]2([CH3:36])[C:9]3[C:15]([OH:16])=[CH:14][C:13]([O:17][CH3:18])=[C:12]([C:19]([NH:21][CH2:22][C:23]4[C:32]5[C:27](=[CH:28][CH:29]=[CH:30][CH:31]=5)[CH:26]=[CH:25][C:24]=4[CH3:33])=[O:20])[C:10]=3[O:11][C:7]2=[CH:6][C:5]=1[OH:37])(=O)[CH3:2].Cl.[CH2:39]([O:43][NH2:44])[C:40]#[C:41][CH3:42].C(=O)(O)[O-].[Na+].